From a dataset of hERG Central: cardiac toxicity at 1µM, 10µM, and general inhibition. Predict hERG channel inhibition at various concentrations. The compound is O=C1c2ccccc2C(=O)c2c1cccc2N1CCN(Cc2ccccc2)CC1. Results: hERG_inhib (hERG inhibition (general)): blocker.